The task is: Predict the product of the given reaction.. This data is from Forward reaction prediction with 1.9M reactions from USPTO patents (1976-2016). The product is: [CH2:11]([C:29]1[N:24]2[N:23]=[C:22]([CH3:40])[C:21]([C:14]3[C:15]([CH3:20])=[CH:16][C:17]([CH3:19])=[CH:18][C:13]=3[CH3:41])=[C:25]2[N:26]=[C:27]([CH3:39])[C:28]=1[CH2:31][CH2:32][CH2:33][C:34]([O:36][CH2:37][CH3:38])=[O:35])[CH2:6][CH2:7][CH3:8]. Given the reactants O(Cl)Cl.CN(C)[C:6]1[CH:11]=CC=[CH:8][CH:7]=1.[C:13]1([CH3:41])[CH:18]=[C:17]([CH3:19])[CH:16]=[C:15]([CH3:20])[C:14]=1[C:21]1[C:22]([CH3:40])=[N:23][N:24]2[C:29](=O)[C:28]([CH2:31][CH2:32][CH2:33][C:34]([O:36][CH2:37][CH3:38])=[O:35])=[C:27]([CH3:39])[NH:26][C:25]=12.C(=O)([O-])[O-].[K+].[K+].C(N)CCC, predict the reaction product.